This data is from Catalyst prediction with 721,799 reactions and 888 catalyst types from USPTO. The task is: Predict which catalyst facilitates the given reaction. (1) The catalyst class is: 12. Product: [Br:1][C:2]1[CH:3]=[C:4]2[C:9]([CH:13]3[CH2:17][CH2:16][CH2:15][CH2:14]3)=[CH:10][NH:8][C:5]2=[N:6][CH:7]=1. Reactant: [Br:1][C:2]1[CH:3]=[C:4]([C:9]([CH:13]2[CH2:17][CH2:16][CH2:15][CH2:14]2)=[CH:10]OC)[C:5]([NH2:8])=[N:6][CH:7]=1.Cl(O)(=O)(=O)=O. (2) Reactant: Cl.[CH2:2]([O:4][C:5](=[O:25])[CH:6]([NH:18][C:19]([O:21][CH2:22][CH:23]=[CH2:24])=[O:20])[CH2:7][C:8]1[O:12][N:11]=[C:10]([CH:13]2[CH2:17][CH2:16][CH2:15][NH:14]2)[CH:9]=1)[CH3:3].C(=O)([O-])[O-].[Na+].[Na+].[Cl:32][C:33]1[CH:34]=[C:35]([S:40](Cl)(=[O:42])=[O:41])[CH:36]=[C:37]([Cl:39])[CH:38]=1. Product: [CH2:2]([O:4][C:5](=[O:25])[CH:6]([NH:18][C:19]([O:21][CH2:22][CH:23]=[CH2:24])=[O:20])[CH2:7][C:8]1[O:12][N:11]=[C:10]([CH:13]2[CH2:17][CH2:16][CH2:15][N:14]2[S:40]([C:35]2[CH:34]=[C:33]([Cl:32])[CH:38]=[C:37]([Cl:39])[CH:36]=2)(=[O:42])=[O:41])[CH:9]=1)[CH3:3]. The catalyst class is: 6.